Predict the reactants needed to synthesize the given product. From a dataset of Full USPTO retrosynthesis dataset with 1.9M reactions from patents (1976-2016). (1) Given the product [CH3:35][C:34]1[CH:36]=[CH:37][C:31]([S:28]([O:1][CH2:2][CH2:3][CH2:4][CH2:5][CH2:6][O:7][CH2:8][CH2:9][CH2:10][NH:11][C:12](=[O:18])[O:13][C:14]([CH3:15])([CH3:17])[CH3:16])(=[O:30])=[O:29])=[CH:32][CH:33]=1, predict the reactants needed to synthesize it. The reactants are: [OH:1][CH2:2][CH2:3][CH2:4][CH2:5][CH2:6][O:7][CH2:8][CH2:9][CH2:10][NH:11][C:12](=[O:18])[O:13][C:14]([CH3:17])([CH3:16])[CH3:15].CCN(C(C)C)C(C)C.[S:28](Cl)([C:31]1[CH:37]=[CH:36][C:34]([CH3:35])=[CH:33][CH:32]=1)(=[O:30])=[O:29]. (2) Given the product [CH3:40][N:16]1[C:17]([C:22]2[CH:27]=[CH:26][C:25]([O:28][C:29]3[N:30]=[CH:31][CH:32]=[C:33]4[C:38]=3[N:37]=[CH:36][CH:35]=[CH:34]4)=[CH:24][C:23]=2[CH3:39])=[C:18]([CH3:21])[C:19](=[O:20])[NH:14][C:15]1=[O:41], predict the reactants needed to synthesize it. The reactants are: FC(F)(F)C(O)=O.COC1C=C(C=CC=1OC)C[N:14]1[C:19](=[O:20])[C:18]([CH3:21])=[C:17]([C:22]2[CH:27]=[CH:26][C:25]([O:28][C:29]3[N:30]=[CH:31][CH:32]=[C:33]4[C:38]=3[N:37]=[CH:36][CH:35]=[CH:34]4)=[CH:24][C:23]=2[CH3:39])[N:16]([CH3:40])[C:15]1=[O:41].C1(OC)C=CC=CC=1. (3) Given the product [Si:18]([O:1][CH:2]1[CH2:7][N:6]([C:8]([O:10][CH2:11][CH3:12])=[O:9])[CH2:5][CH:4]=[CH:3]1)([C:21]([CH3:24])([CH3:23])[CH3:22])([CH3:20])[CH3:19], predict the reactants needed to synthesize it. The reactants are: [OH:1][CH:2]1[CH2:7][N:6]([C:8]([O:10][CH2:11][CH3:12])=[O:9])[CH2:5][CH:4]=[CH:3]1.N1C=CN=C1.[Si:18](Cl)([C:21]([CH3:24])([CH3:23])[CH3:22])([CH3:20])[CH3:19]. (4) Given the product [F:8][C:7]1[C:2]([F:1])=[C:3]([O:9][CH2:10][C@H:11]2[CH2:16][CH2:15][C@H:14]([CH2:17][CH3:18])[CH2:13][CH2:12]2)[CH:4]=[CH:5][C:6]=1[OH:25], predict the reactants needed to synthesize it. The reactants are: [F:1][C:2]1[C:7]([F:8])=[CH:6][CH:5]=[CH:4][C:3]=1[O:9][CH2:10][C@H:11]1[CH2:16][CH2:15][C@H:14]([CH2:17][CH3:18])[CH2:13][CH2:12]1.C([Li])CCC.B(OC)(OC)[O:25]C.OO.